From a dataset of Forward reaction prediction with 1.9M reactions from USPTO patents (1976-2016). Predict the product of the given reaction. (1) Given the reactants [Li]CCCC.C1N2CCN(CC2)C1.[C:14]1([N:20]([C:36]2[CH:41]=[CH:40][CH:39]=[CH:38][CH:37]=2)[CH2:21][CH2:22][N:23]2[CH2:28][CH2:27][CH:26]([CH2:29][C:30](N(OC)C)=[O:31])[CH2:25][CH2:24]2)[CH:19]=[CH:18][CH:17]=[CH:16][CH:15]=1.[C:42]1([CH3:48])[CH:47]=[CH:46][CH:45]=[CH:44][CH:43]=1, predict the reaction product. The product is: [C:36]1([N:20]([C:14]2[CH:19]=[CH:18][CH:17]=[CH:16][CH:15]=2)[CH2:21][CH2:22][N:23]2[CH2:24][CH2:25][CH:26]([CH2:29][C:30](=[O:31])[CH2:48][C:42]3[CH:47]=[CH:46][CH:45]=[CH:44][CH:43]=3)[CH2:27][CH2:28]2)[CH:37]=[CH:38][CH:39]=[CH:40][CH:41]=1. (2) Given the reactants C(OC([NH:8][C:9]1[C:17]([O:18][C:19]([F:22])([F:21])[F:20])=[CH:16][CH:15]=[CH:14][C:10]=1[C:11]([OH:13])=[O:12])=O)(C)(C)C, predict the reaction product. The product is: [NH2:8][C:9]1[C:17]([O:18][C:19]([F:20])([F:21])[F:22])=[CH:16][CH:15]=[CH:14][C:10]=1[C:11]([OH:13])=[O:12]. (3) Given the reactants [CH2:1]([C:3]1([CH2:18]O)[CH2:8][O:7][CH:6]([C:9]2[N:13]([CH3:14])[N:12]=[CH:11][C:10]=2[N+:15]([O-:17])=[O:16])[O:5][CH2:4]1)C.CCN(CC)CC.CS(Cl)(=O)=O.Cl.[N-:33]=[N+:34]=[N-:35].[Na+], predict the reaction product. The product is: [N:33]([CH2:18][C:3]1([CH3:1])[CH2:4][O:5][CH:6]([C:9]2[N:13]([CH3:14])[N:12]=[CH:11][C:10]=2[N+:15]([O-:17])=[O:16])[O:7][CH2:8]1)=[N+:34]=[N-:35]. (4) Given the reactants [CH:1]([C:3]1[CH:8]=[CH:7][C:6](B(O)O)=[CH:5][CH:4]=1)=[O:2].C1(P(C2C=CC=CC=2)C2C=CC=CC=2)C=CC=CC=1.C(=O)([O-])[O-].[K+].[K+].[CH3:37][O:38][C:39](=[O:51])[C:40]1[CH:45]=[CH:44][C:43]([C:46]#[C:47]/[CH:48]=[CH:49]/Cl)=[CH:42][CH:41]=1, predict the reaction product. The product is: [CH3:37][O:38][C:39](=[O:51])[C:40]1[CH:45]=[CH:44][C:43]([C:46]#[C:47]/[CH:48]=[CH:49]/[C:6]2[CH:7]=[CH:8][C:3]([CH:1]=[O:2])=[CH:4][CH:5]=2)=[CH:42][CH:41]=1.